From a dataset of Reaction yield outcomes from USPTO patents with 853,638 reactions. Predict the reaction yield, written as a fraction of the theoretical maximum amount of product (1.0 means a 100% yield; for example, 0.34 means a 34% yield). (1) The reactants are [F:1][C:2]1[CH:7]=[CH:6][C:5]([CH:8]2[CH2:12][CH2:11][N:10]([C:13]([C:15]3[NH:19][C:18]4[CH:20]=[C:21]([C:28]5[CH:32]=[CH:31][O:30][CH:29]=5)[CH:22]=[C:23]([C:24]([F:27])([F:26])[F:25])[C:17]=4[N:16]=3)=[O:14])[CH2:9]2)=[CH:4][CH:3]=1.[H-].[Na+].[CH2:35](I)[CH3:36]. The catalyst is CN(C=O)C. The product is [CH2:35]([N:19]1[C:18]2[CH:20]=[C:21]([C:28]3[CH:32]=[CH:31][O:30][CH:29]=3)[CH:22]=[C:23]([C:24]([F:27])([F:25])[F:26])[C:17]=2[N:16]=[C:15]1[C:13]([N:10]1[CH2:11][CH2:12][CH:8]([C:5]2[CH:4]=[CH:3][C:2]([F:1])=[CH:7][CH:6]=2)[CH2:9]1)=[O:14])[CH3:36].[CH2:35]([N:16]1[C:17]2[C:23]([C:24]([F:27])([F:25])[F:26])=[CH:22][C:21]([C:28]3[CH:32]=[CH:31][O:30][CH:29]=3)=[CH:20][C:18]=2[N:19]=[C:15]1[C:13]([N:10]1[CH2:11][CH2:12][CH:8]([C:5]2[CH:4]=[CH:3][C:2]([F:1])=[CH:7][CH:6]=2)[CH2:9]1)=[O:14])[CH3:36]. The yield is 0.105. (2) The reactants are CCOCC.Cl[C:7]1[N:12]=[C:11]([Cl:13])[C:10]([C:14]([F:17])([F:16])[F:15])=[CH:9][N:8]=1.[NH2:18][C:19]1[CH:33]=[CH:32][C:22]([CH2:23][P:24](=[O:31])([O:28][CH2:29][CH3:30])[O:25][CH2:26][CH3:27])=[CH:21][C:20]=1[O:34][CH3:35].C(N(CC)CC)C. The catalyst is ClCCCl.CC(O)(C)C.[Cl-].[Cl-].[Zn+2]. The product is [Cl:13][C:11]1[C:10]([C:14]([F:17])([F:16])[F:15])=[CH:9][N:8]=[C:7]([NH:18][C:19]2[CH:33]=[CH:32][C:22]([CH2:23][P:24](=[O:31])([O:28][CH2:29][CH3:30])[O:25][CH2:26][CH3:27])=[CH:21][C:20]=2[O:34][CH3:35])[N:12]=1. The yield is 0.700. (3) The reactants are [NH2:1][C:2]1[CH:10]=[CH:9][C:8](OC)=[CH:7][C:3]=1[C:4]([OH:6])=[O:5].Cl[C:14](Cl)([O:16]C(=O)OC(Cl)(Cl)Cl)Cl.[Cl:25]CCl. The catalyst is C(#N)C.O.N1C=CC=CC=1. The product is [Cl:25][C:10]1[C:2]2[NH:1][C:14](=[O:16])[O:6][C:4](=[O:5])[C:3]=2[CH:7]=[CH:8][CH:9]=1. The yield is 0.800. (4) The reactants are C([O:4][CH2:5][C:6]([CH3:43])([CH3:42])[CH2:7][N:8]1[C:14]2[CH:15]=[CH:16][C:17]([Cl:19])=[CH:18][C:13]=2[C@@H:12]([C:20]2[CH:25]=[CH:24][CH:23]=[C:22]([O:26][CH3:27])[C:21]=2[O:28][CH3:29])[O:11][C@H:10]([CH2:30][C:31]2[S:32][C:33]([C:37]([O:39]C)=[O:38])=[C:34]([CH3:36])[N:35]=2)[C:9]1=[O:41])(=O)C.[OH-].[Na+].C(O)C. The catalyst is O. The product is [Cl:19][C:17]1[CH:16]=[CH:15][C:14]2[N:8]([CH2:7][C:6]([CH3:42])([CH3:43])[CH2:5][OH:4])[C:9](=[O:41])[C@@H:10]([CH2:30][C:31]3[S:32][C:33]([C:37]([OH:39])=[O:38])=[C:34]([CH3:36])[N:35]=3)[O:11][C@H:12]([C:20]3[CH:25]=[CH:24][CH:23]=[C:22]([O:26][CH3:27])[C:21]=3[O:28][CH3:29])[C:13]=2[CH:18]=1. The yield is 0.410. (5) The product is [Cl:1][C:2]1[CH:3]=[CH:4][C:5]([CH2:6][N:7]([CH2:8][C:9]2[CH:14]=[CH:13][C:12]([CH:15]([CH3:17])[CH3:16])=[CH:11][CH:10]=2)[C:31](=[O:32])[CH2:30][O:29][C:28]2[CH:27]=[CH:26][C:25]([CH2:24][C@H:23]([O:22][CH2:20][CH3:21])[C:36]([O:38][CH2:39][CH3:40])=[O:37])=[CH:35][CH:34]=2)=[CH:18][CH:19]=1. The yield is 0.460. The catalyst is C(Cl)Cl. The reactants are [Cl:1][C:2]1[CH:19]=[CH:18][C:5]([CH2:6][NH:7][CH2:8][C:9]2[CH:14]=[CH:13][C:12]([CH:15]([CH3:17])[CH3:16])=[CH:11][CH:10]=2)=[CH:4][CH:3]=1.[CH2:20]([O:22][C@H:23]([C:36]([O:38][CH2:39][CH3:40])=[O:37])[CH2:24][C:25]1[CH:35]=[CH:34][C:28]([O:29][CH2:30][C:31](O)=[O:32])=[CH:27][CH:26]=1)[CH3:21].C(N(CC)C(C)C)(C)C.F[B-](F)(F)F.N1(OC(N(C)C)=[N+](C)C)C2C=CC=CC=2N=N1. (6) The reactants are [Cl:1][C:2]1[CH:7]=[CH:6][C:5]([Cl:8])=[CH:4][C:3]=1[S:9](Cl)(=[O:11])=[O:10].[N:13]1C=CC=CC=1.N[C:20]1[CH:29]=[CH:28][C:23]2[N:24]=[C:25]([CH3:27])[O:26][C:22]=2[CH:21]=1.C([O-])(O)=O.[Na+]. The catalyst is ClCCl. The product is [Cl:1][C:2]1[C:7]([C:20]2[CH:29]=[CH:28][C:23]3[N:24]=[C:25]([CH3:27])[O:26][C:22]=3[CH:21]=2)=[CH:6][C:5]([Cl:8])=[CH:4][C:3]=1[S:9]([NH2:13])(=[O:11])=[O:10]. The yield is 0.640.